From a dataset of Forward reaction prediction with 1.9M reactions from USPTO patents (1976-2016). Predict the product of the given reaction. (1) Given the reactants [CH3:1][C:2]1[N:7]=[N:6][C:5]([C:8]([O:10][CH3:11])=[O:9])=[CH:4][CH:3]=1.[Br:12]N1C(=O)CCC1=O.N(C(C)(C)C#N)=NC(C)(C)C#N, predict the reaction product. The product is: [Br:12][CH2:1][C:2]1[N:7]=[N:6][C:5]([C:8]([O:10][CH3:11])=[O:9])=[CH:4][CH:3]=1. (2) Given the reactants [CH2:1]([O:8][C@H:9]1[C@@H:15]([O:16][CH2:17][C:18]2[CH:23]=[CH:22][CH:21]=[CH:20][CH:19]=2)[C@H:14]([O:24][CH2:25][C:26]2[CH:31]=[CH:30][CH:29]=[CH:28][CH:27]=2)[C@@H:13]([CH2:32][O:33][CH2:34][C:35]2[CH:40]=[CH:39][CH:38]=[CH:37][CH:36]=2)[O:12][CH:10]1[OH:11])[C:2]1[CH:7]=[CH:6][CH:5]=[CH:4][CH:3]=1.[OH-].[K+].C([O:45][C:46](=[O:53])[CH2:47]CCCCBr)C.COC(C)(C)C, predict the reaction product. The product is: [CH2:1]([O:8][C@H:9]1[C@@H:15]([O:16][CH2:17][C:18]2[CH:23]=[CH:22][CH:21]=[CH:20][CH:19]=2)[C@H:14]([O:24][CH2:25][C:26]2[CH:27]=[CH:28][CH:29]=[CH:30][CH:31]=2)[C@@H:13]([CH2:32][O:33][CH2:34][C:35]2[CH:36]=[CH:37][CH:38]=[CH:39][CH:40]=2)[O:12][CH:10]1[O:11][CH2:47][C:46]([OH:53])=[O:45])[C:2]1[CH:3]=[CH:4][CH:5]=[CH:6][CH:7]=1. (3) Given the reactants [CH2:1]([CH:8]1[CH2:12][CH2:11][N:10]([CH2:13][C@H:14]([OH:19])[C:15]([F:18])([F:17])[F:16])[CH2:9]1)[C:2]1[CH:7]=[CH:6][CH:5]=[CH:4][CH:3]=1.[Cl:20][C:21]1[CH:26]=[CH:25][C:24]([N:27]=[C:28]=[O:29])=[CH:23][CH:22]=1, predict the reaction product. The product is: [CH2:1]([CH:8]1[CH2:12][CH2:11][N:10]([CH2:13][C@H:14]([O:19][C:28](=[O:29])[NH:27][C:24]2[CH:25]=[CH:26][C:21]([Cl:20])=[CH:22][CH:23]=2)[C:15]([F:18])([F:16])[F:17])[CH2:9]1)[C:2]1[CH:3]=[CH:4][CH:5]=[CH:6][CH:7]=1. (4) Given the reactants Cl.[NH2:2][C@@H:3]1[CH2:8][CH2:7][C@H:6]([N:9]2[C:14](=[O:15])[C:13]3[CH:16]=[C:17]([F:20])[CH:18]=[N:19][C:12]=3[N:11]([CH:21]3[CH2:26][CH2:25][S:24][CH2:23][CH2:22]3)[C:10]2=[O:27])[CH2:5][CH2:4]1.[CH:28]1([C:31](O)=[O:32])[CH2:30][CH2:29]1.CN(C(ON1N=NC2C=CC=NC1=2)=[N+](C)C)C.F[P-](F)(F)(F)(F)F.C1C=NC2N(O)N=NC=2C=1.CCN(C(C)C)C(C)C, predict the reaction product. The product is: [F:20][C:17]1[CH:18]=[N:19][C:12]2[N:11]([CH:21]3[CH2:22][CH2:23][S:24][CH2:25][CH2:26]3)[C:10](=[O:27])[N:9]([C@@H:6]3[CH2:7][CH2:8][C@H:3]([NH:2][C:31]([CH:28]4[CH2:30][CH2:29]4)=[O:32])[CH2:4][CH2:5]3)[C:14](=[O:15])[C:13]=2[CH:16]=1. (5) The product is: [Cl:1][C:2]1[CH:3]=[C:4]([C:12]#[N:13])[C:5]2[C:6]([CH3:20])=[N:7][N:8]([CH:19]3[CH2:18][CH2:17][CH2:16][CH2:15][O:14]3)[C:9]=2[CH:10]=1. Given the reactants [Cl:1][C:2]1[CH:3]=[C:4]([C:12]#[N:13])[C:5]2[C:6](I)=[N:7][NH:8][C:9]=2[CH:10]=1.[O:14]1[CH:19]=[CH:18][CH2:17][CH2:16][CH2:15]1.[CH2:20]1COCC1, predict the reaction product. (6) Given the reactants [C:1](N)(=O)C1C=CC=CC=1.CN(C)C(=O)[C:13]1[CH:18]=[CH:17][CH:16]=[CH:15][C:14]=1[CH:19]1[CH2:24][CH2:23][C:22](=[O:25])[CH2:21][CH2:20]1.[O:43]=[C:32]([NH:31][C@@H:30]1CCNC1)[CH2:30][NH:31][C:32](=[O:43])C1C=CC=C(C(F)(F)F)C=1.C(O[BH-](OC(=O)C)OC(=O)C)(=O)C.[Na+], predict the reaction product. The product is: [CH3:30][N:31]([CH3:1])[C:32](=[O:43])[C:17]1[CH:18]=[CH:13][C:14]([CH:19]2[CH2:20][CH2:21][C:22](=[O:25])[CH2:23][CH2:24]2)=[CH:15][CH:16]=1. (7) Given the reactants [Br:1][C:2]1[CH:3]=[N:4][NH:5][CH:6]=1.Br[CH:8]([C:15]1[CH:20]=[CH:19][CH:18]=[CH:17][CH:16]=1)[C:9]1[CH:14]=[CH:13][CH:12]=[CH:11][CH:10]=1.C(N(CC)CC)C, predict the reaction product. The product is: [CH:8]([N:4]1[CH:3]=[C:2]([Br:1])[CH:6]=[N:5]1)([C:9]1[CH:14]=[CH:13][CH:12]=[CH:11][CH:10]=1)[C:15]1[CH:20]=[CH:19][CH:18]=[CH:17][CH:16]=1.